Dataset: Catalyst prediction with 721,799 reactions and 888 catalyst types from USPTO. Task: Predict which catalyst facilitates the given reaction. (1) Reactant: [O:1]=[C:2]1[CH2:6][CH2:5][CH2:4][N:3]1[C:7]12[CH2:16][CH:11]3[CH2:12][CH:13]([CH2:15][C:9]([C:17](OC)=[O:18])([CH2:10]3)[CH2:8]1)[CH2:14]2.O1CCCC1.[BH4-].[Li+]. Product: [OH:18][CH2:17][C:9]12[CH2:10][CH:11]3[CH2:12][CH:13]([CH2:14][C:7]([N:3]4[CH2:4][CH2:5][CH2:6][C:2]4=[O:1])([CH2:16]3)[CH2:8]1)[CH2:15]2. The catalyst class is: 6. (2) Reactant: [F:1][C:2]1[CH:7]=[CH:6][C:5]([CH3:8])=[CH:4][C:3]=1[I:9].[Br:10]N1C(=O)CCC1=O. Product: [Br:10][CH2:8][C:5]1[CH:6]=[CH:7][C:2]([F:1])=[C:3]([I:9])[CH:4]=1. The catalyst class is: 734. (3) Reactant: [C:1]([C:3]([C:23](=O)[CH3:24])=[CH:4][C:5]1[O:13][C:12]2[CH:11]=[CH:10][N:9]=[C:8]([NH:14][C:15](=[O:22])[C:16]3[CH:21]=[CH:20][CH:19]=[CH:18][CH:17]=3)[C:7]=2[CH:6]=1)#[N:2].[NH2:26][C:27]([C:31]1[CH:36]=[CH:35][C:34]([Cl:37])=[CH:33][CH:32]=1)=[CH:28][C:29]#[N:30]. Product: [C:29]([C:28]1[CH:4]([C:5]2[O:13][C:12]3[CH:11]=[CH:10][N:9]=[C:8]([NH:14][C:15](=[O:22])[C:16]4[CH:21]=[CH:20][CH:19]=[CH:18][CH:17]=4)[C:7]=3[CH:6]=2)[C:3]([C:1]#[N:2])=[C:23]([CH3:24])[NH:26][C:27]=1[C:31]1[CH:32]=[CH:33][C:34]([Cl:37])=[CH:35][CH:36]=1)#[N:30]. The catalyst class is: 15. (4) Reactant: [Cl:1][C:2]1[CH:3]=[C:4]([C@@H:12]([CH2:23][CH:24]2[CH2:29][CH2:28][C:27](=[O:30])[CH2:26][CH2:25]2)[C:13]([NH:15][C:16]2[CH:21]=[N:20][C:19]([Cl:22])=[CH:18][N:17]=2)=[O:14])[CH:5]=[CH:6][C:7]=1[S:8]([CH3:11])(=[O:10])=[O:9].[BH4-].[Na+]. Product: [Cl:1][C:2]1[CH:3]=[C:4]([C@@H:12]([CH2:23][CH:24]2[CH2:25][CH2:26][CH:27]([OH:30])[CH2:28][CH2:29]2)[C:13]([NH:15][C:16]2[CH:21]=[N:20][C:19]([Cl:22])=[CH:18][N:17]=2)=[O:14])[CH:5]=[CH:6][C:7]=1[S:8]([CH3:11])(=[O:9])=[O:10]. The catalyst class is: 125. (5) Reactant: C[O:2][C:3](=O)[C:4]1[CH:9]=[CH:8][C:7]([C:10]2[N:11]([CH2:23][C:24]3[CH:29]=[CH:28][C:27]([C:30]([F:36])([F:35])[P:31]([OH:34])([OH:33])=[O:32])=[C:26]([Br:37])[CH:25]=3)[C:12](=[O:22])[N:13]([CH2:15][C:16]3[CH:21]=[CH:20][CH:19]=[CH:18][CH:17]=3)[CH:14]=2)=[CH:6][CH:5]=1.[NH3:39]. Product: [CH2:15]([N:13]1[CH:14]=[C:10]([C:7]2[CH:6]=[CH:5][C:4]([C:3](=[O:2])[NH2:39])=[CH:9][CH:8]=2)[N:11]([CH2:23][C:24]2[CH:29]=[CH:28][C:27]([C:30]([P:31](=[O:32])([OH:34])[OH:33])([F:35])[F:36])=[C:26]([Br:37])[CH:25]=2)[C:12]1=[O:22])[C:16]1[CH:21]=[CH:20][CH:19]=[CH:18][CH:17]=1. The catalyst class is: 5. (6) Reactant: Cl[C:2]1[N:7]=[CH:6][C:5]([S:8]([N:11]([CH3:18])[C:12]2[CH:17]=[CH:16][CH:15]=[CH:14][N:13]=2)(=[O:10])=[O:9])=[CH:4][CH:3]=1.O.[NH2:20][NH2:21]. Product: [NH:20]([C:2]1[N:7]=[CH:6][C:5]([S:8]([N:11]([CH3:18])[C:12]2[CH:17]=[CH:16][CH:15]=[CH:14][N:13]=2)(=[O:10])=[O:9])=[CH:4][CH:3]=1)[NH2:21]. The catalyst class is: 14. (7) Reactant: [F:1][C:2]1[CH:7]=[CH:6][C:5]([C:8]2[N:13]=[CH:12][N:11]=[C:10]([N:14]3[CH2:19][CH2:18][N:17](C(OC(C)(C)C)=O)[CH2:16][CH2:15]3)[CH:9]=2)=[CH:4][CH:3]=1.C(OCC)(=O)C.Cl. Product: [F:1][C:2]1[CH:7]=[CH:6][C:5]([C:8]2[CH:9]=[C:10]([N:14]3[CH2:15][CH2:16][NH:17][CH2:18][CH2:19]3)[N:11]=[CH:12][N:13]=2)=[CH:4][CH:3]=1. The catalyst class is: 13. (8) Reactant: [CH2:1]([O:8][CH2:9][CH2:10][CH2:11][CH2:12][O:13][C:14]1[N:19]=[C:18]([NH:20][C:21](=[O:26])[C:22]([CH3:25])([CH3:24])[CH3:23])[C:17]([CH:27]=[CH:28][C:29]([O:31][CH2:32][CH3:33])=[O:30])=[CH:16][CH:15]=1)[C:2]1[CH:7]=[CH:6][CH:5]=[CH:4][CH:3]=1. Product: [CH2:1]([O:8][CH2:9][CH2:10][CH2:11][CH2:12][O:13][C:14]1[N:19]=[C:18]([NH:20][C:21](=[O:26])[C:22]([CH3:25])([CH3:23])[CH3:24])[C:17]([CH2:27][CH2:28][C:29]([O:31][CH2:32][CH3:33])=[O:30])=[CH:16][CH:15]=1)[C:2]1[CH:7]=[CH:6][CH:5]=[CH:4][CH:3]=1. The catalyst class is: 446. (9) Reactant: [OH:1][C:2]1[CH:3]=[C:4]2[C:8](=[CH:9][CH:10]=1)[C:7](=[O:11])[CH2:6][CH2:5]2.[F:12][C:13]1[CH:20]=[CH:19][C:16]([CH2:17]Br)=[CH:15][CH:14]=1.C(=O)([O-])[O-].[K+].[K+]. Product: [F:12][C:13]1[CH:20]=[CH:19][C:16]([CH2:17][O:1][C:2]2[CH:3]=[C:4]3[C:8](=[CH:9][CH:10]=2)[C:7](=[O:11])[CH2:6][CH2:5]3)=[CH:15][CH:14]=1. The catalyst class is: 6. (10) Reactant: [F:1][C:2]([F:13])([F:12])[C:3]([C:5]1[CH:10]=[CH:9][C:8]([F:11])=[CH:7][CH:6]=1)=[O:4].[BH4-].[Na+]. The catalyst class is: 5. Product: [F:13][C:2]([F:1])([F:12])[CH:3]([C:5]1[CH:6]=[CH:7][C:8]([F:11])=[CH:9][CH:10]=1)[OH:4].